This data is from hERG potassium channel inhibition data for cardiac toxicity prediction from Karim et al.. The task is: Regression/Classification. Given a drug SMILES string, predict its toxicity properties. Task type varies by dataset: regression for continuous values (e.g., LD50, hERG inhibition percentage) or binary classification for toxic/non-toxic outcomes (e.g., AMES mutagenicity, cardiotoxicity, hepatotoxicity). Dataset: herg_karim. The compound is [NH3+][C@H]1CN(c2ccncn2)CC[C@@H]1c1cc(F)c(F)cc1F. The result is 0 (non-blocker).